From a dataset of Forward reaction prediction with 1.9M reactions from USPTO patents (1976-2016). Predict the product of the given reaction. Given the reactants [CH:1]1([NH:4][CH2:5][CH:6]2[CH2:11][CH2:10][CH2:9][CH2:8][O:7]2)[CH2:3][CH2:2]1.C(N(CC)CC)C.[Cl:19][C:20](Cl)([O:22]C(=O)OC(Cl)(Cl)Cl)Cl.O, predict the reaction product. The product is: [CH:1]1([N:4]([CH2:5][CH:6]2[CH2:11][CH2:10][CH2:9][CH2:8][O:7]2)[C:20]([Cl:19])=[O:22])[CH2:3][CH2:2]1.